This data is from Full USPTO retrosynthesis dataset with 1.9M reactions from patents (1976-2016). The task is: Predict the reactants needed to synthesize the given product. (1) Given the product [F:34][C:33]([F:36])([F:35])[S:30]([O:39][C:13]1[C:12]2[C:7](=[CH:8][CH:9]=[CH:10][CH:11]=2)[C:6]([CH:14]=[O:15])=[CH:5][CH:4]=1)(=[O:32])=[O:31], predict the reactants needed to synthesize it. The reactants are: [H-].[Na+].O[C:4]1[CH:5]=[C:6]([CH:14]=[O:15])[C:7]2[C:12]([CH:13]=1)=[CH:11][CH:10]=[CH:9][CH:8]=2.C1C=CC(N([S:30]([C:33]([F:36])([F:35])[F:34])(=[O:32])=[O:31])[S:30]([C:33]([F:36])([F:35])[F:34])(=[O:32])=[O:31])=CC=1.[Cl-].[NH4+].[O:39]1CCCC1. (2) Given the product [Cl:32][C:26]1[C:27](=[O:31])[N:28]([CH3:30])[CH:29]=[C:24]([NH:23][CH:8]([C:5]2[CH:6]=[CH:7][C:2]([Cl:1])=[CH:3][CH:4]=2)[C:9]2[CH:10]=[N:11][N:12]([CH:19]3[CH2:21][CH2:20]3)[C:13]=2[C:14]([O:16][CH2:17][CH3:18])=[O:15])[CH:25]=1, predict the reactants needed to synthesize it. The reactants are: [Cl:1][C:2]1[CH:7]=[CH:6][C:5]([CH:8](O)[C:9]2[CH:10]=[N:11][N:12]([CH:19]3[CH2:21][CH2:20]3)[C:13]=2[C:14]([O:16][CH2:17][CH3:18])=[O:15])=[CH:4][CH:3]=1.[NH2:23][C:24]1[CH:25]=[C:26]([Cl:32])[C:27](=[O:31])[N:28]([CH3:30])[CH:29]=1. (3) Given the product [OH:37][C:10]([CH2:9][CH2:8][CH2:7][CH2:6][C@H:4]1[C@@H:3]2[C@@H:2]([NH:35][C:33]([NH:32]2)=[O:34])[CH2:1][S:5]1)=[O:11], predict the reactants needed to synthesize it. The reactants are: [CH2:1]1[S:5][C@@H:4]([CH2:6][CH2:7][CH2:8][CH2:9][C:10](NCCCCCC(ON2C(=O)C(S([O-])(=O)=O)CC2=O)=O)=[O:11])[C@H:3]2[NH:32][C:33]([NH:35][C@@H:2]12)=[O:34].[Na+].[OH:37]P([O-])(O)=O.OP([O-])([O-])=O.[Na+].[Na+].[Na+].[Cl-].[Cl-].[K+].[K+].OP([O-])(O)=O.[K+].OP([O-])([O-])=O.[K+].[K+].[Na+].[Cl-].Cl.CN1C(=O)C=CS1.[Cl-].[Cl-].[Ca+2]. (4) Given the product [CH2:30]([N:20]1[C:21](=[O:29])[C:22]2[C:27]([CH3:28])=[N:26][S:25][C:23]=2[N:24]=[C:19]1[CH:16]([N:6]([CH2:5][CH2:4][CH2:3][NH:2][CH:52]([CH3:54])[CH3:51])[C:7](=[O:15])[C:8]1[CH:13]=[CH:12][C:11]([CH3:14])=[CH:10][CH:9]=1)[CH2:17][CH3:18])[C:31]1[CH:32]=[CH:33][CH:34]=[CH:35][CH:36]=1, predict the reactants needed to synthesize it. The reactants are: Cl.[NH2:2][CH2:3][CH2:4][CH2:5][N:6]([CH:16]([C:19]1[N:20]([CH2:30][C:31]2[CH:36]=[CH:35][CH:34]=[CH:33][CH:32]=2)[C:21](=[O:29])[C:22]2[C:27]([CH3:28])=[N:26][S:25][C:23]=2[N:24]=1)[CH2:17][CH3:18])[C:7](=[O:15])[C:8]1[CH:13]=[CH:12][C:11]([CH3:14])=[CH:10][CH:9]=1.C(O[BH-](OC(=O)C)OC(=O)C)(=O)C.[Na+].[CH3:51][C:52]([CH3:54])=O. (5) The reactants are: [CH2:1]([O:8][C:9]1[CH:10]=[CH:11][C:12]2[C:13]3[S:28][C:27]([CH2:29][CH2:30][CH3:31])=[N:26][C:14]=3[C:15]([NH:19]C(=O)C(Cl)(Cl)Cl)=[N:16][C:17]=2[CH:18]=1)[C:2]1[CH:7]=[CH:6][CH:5]=[CH:4][CH:3]=1.C[O-].[Na+]. Given the product [CH2:1]([O:8][C:9]1[CH:10]=[CH:11][C:12]2[C:13]3[S:28][C:27]([CH2:29][CH2:30][CH3:31])=[N:26][C:14]=3[C:15]([NH2:19])=[N:16][C:17]=2[CH:18]=1)[C:2]1[CH:3]=[CH:4][CH:5]=[CH:6][CH:7]=1, predict the reactants needed to synthesize it.